Task: Predict the reactants needed to synthesize the given product.. Dataset: Full USPTO retrosynthesis dataset with 1.9M reactions from patents (1976-2016) (1) Given the product [Br:32][C:33]1[CH:38]=[CH:37][C:36]([CH2:39][N:11]([C@@H:12]2[CH2:16][CH2:15][N:14]([C:17]#[N:50])[CH2:13]2)[S:8]([C:6]2[CH:7]=[C:2]([Cl:1])[CH:3]=[CH:4][C:5]=2[O:24][CH3:25])(=[O:9])=[O:10])=[CH:35][CH:34]=1, predict the reactants needed to synthesize it. The reactants are: [Cl:1][C:2]1[CH:3]=[CH:4][C:5]([O:24][CH3:25])=[C:6]([S:8]([NH:11][C@@H:12]2[CH2:16][CH2:15][N:14]([C:17](OC(C)(C)C)=O)[CH2:13]2)(=[O:10])=[O:9])[CH:7]=1.C([O-])([O-])=O.[K+].[K+].[Br:32][C:33]1[CH:38]=[CH:37][C:36]([CH2:39]Br)=[CH:35][CH:34]=1.Cl.O1CCOCC1.CC[N:50](C(C)C)C(C)C.BrC#N. (2) Given the product [CH2:39]([C:40]1[N:44]([C:45]2[CH:50]=[CH:49][C:48]([N:51]3[C:57](=[O:58])[CH2:56][C:55](=[O:59])[NH:54][C:53]4[C:64]5[C:65]([CH:66]=[CH:67][C:52]3=4)=[CH:60][CH:61]=[CH:62][CH:63]=5)=[CH:47][CH:46]=2)[N:43]=[N:42][N:41]=1)[C:38]1[CH:34]=[CH:35][CH:36]=[CH:37][CH:2]=1, predict the reactants needed to synthesize it. The reactants are: N1C=CC=C(CCC2N(C3C=CC(NC4C(N)=C5C(=CC=4)C=CC=C5)=CC=3)N=NN=2)[CH:2]=1.N1[CH:37]=[CH:36][CH:35]=[C:34]([CH2:38][CH2:39][C:40]2[N:44]([C:45]3[CH:50]=[CH:49][C:48]([N:51]4[C:57](=[O:58])[CH2:56][C:55](=[O:59])[NH:54][C:53]5[C:60]6[C:65]([CH:66]=[CH:67][C:52]4=5)=[CH:64][CH:63]=[CH:62][CH:61]=6)=[CH:47][CH:46]=3)[N:43]=[N:42][N:41]=2)C=1. (3) Given the product [CH3:1][C:2]1[CH:10]=[C:6]([C:7]([NH:32][C:13]2[CH:14]=[C:15]([CH:30]=[CH:31][CH:12]=2)[CH2:16][N:18]2[CH2:24][CH2:23][CH2:22][CH:21]([C:25]([OH:29])=[O:26])[CH2:20][CH2:19]2)=[O:8])[CH:5]=[N:4][CH:3]=1, predict the reactants needed to synthesize it. The reactants are: [CH3:1][C:2]1[CH:3]=[N:4][CH:5]=[C:6]([CH:10]=1)[C:7](Cl)=[O:8].Cl[C:12]1[CH:31]=[CH:30][C:15]([C:16]([NH:18][C:19]2[CH:24]=[CH:23][CH:22]=[C:21]([CH:25]3[O:29]CC[O:26]3)[CH:20]=2)=O)=[CH:14][CH:13]=1.[NH:32]1CCCC(C(OC)=O)CC1. (4) Given the product [O:33]=[S:34]1(=[O:48])[CH2:39][CH2:38][N:37]([CH2:40][CH2:41][C:62]2[CH:63]=[CH:58][C:59]([NH:64][C:28]([C:27]3[CH:31]=[CH:32][C:24]([C:21]4[CH:20]=[CH:19][C:18]([C:16]5[N:17]=[C:13]([C@@H:9]6[CH2:10][CH2:11][CH2:12][N:8]6[C:6]([O:5][C:1]([CH3:2])([CH3:3])[CH3:4])=[O:7])[NH:14][CH:15]=5)=[CH:23][CH:22]=4)=[CH:25][CH:26]=3)=[O:30])=[CH:60][CH:61]=2)[CH2:36][CH2:35]1, predict the reactants needed to synthesize it. The reactants are: [C:1]([O:5][C:6]([N:8]1[CH2:12][CH2:11][CH2:10][C@H:9]1[C:13]1[NH:14][CH:15]=[C:16]([C:18]2[CH:23]=[CH:22][C:21]([C:24]3[CH:32]=[CH:31][C:27]([C:28]([OH:30])=O)=[CH:26][CH:25]=3)=[CH:20][CH:19]=2)[N:17]=1)=[O:7])([CH3:4])([CH3:3])[CH3:2].[O:33]=[S:34]1(=[O:48])[CH2:39][CH2:38][N:37]([CH2:40][C:41]2C=CC(N)=CC=2)[CH2:36][CH2:35]1.CN(C(ON1N=[N:64][C:59]2[CH:60]=[CH:61][CH:62]=[CH:63][C:58]1=2)=[N+](C)C)C.F[P-](F)(F)(F)(F)F.CN1CCOCC1.